Task: Predict which catalyst facilitates the given reaction.. Dataset: Catalyst prediction with 721,799 reactions and 888 catalyst types from USPTO (1) Product: [Cl:20][C:16]1[C:15]([CH3:21])=[C:14]([S:11]([NH:10][C:5]2([C:3]([OH:4])=[O:2])[CH2:9][CH2:8][CH2:7][CH2:6]2)(=[O:13])=[O:12])[CH:19]=[CH:18][CH:17]=1. The catalyst class is: 6. Reactant: C[O:2][C:3]([C:5]1([NH:10][S:11]([C:14]2[CH:19]=[CH:18][CH:17]=[C:16]([Cl:20])[C:15]=2[CH3:21])(=[O:13])=[O:12])[CH2:9][CH2:8][CH2:7][CH2:6]1)=[O:4].C1COCC1.CO.O[Li].O. (2) Reactant: CC(C)(CC(=O)N[NH:10][C:11]([C:13]1[S:14][CH:15]=[C:16]([CH2:18][O:19][CH2:20][O:21][CH2:22][CH2:23][Si:24]([CH3:27])([CH3:26])[CH3:25])[N:17]=1)=[O:12])C(OC)=O. Product: [CH3:25][Si:24]([CH3:27])([CH3:26])[CH2:23][CH2:22][O:21][CH2:20][O:19][CH2:18][C:16]1[N:17]=[C:13]([C:11]([NH2:10])=[O:12])[S:14][CH:15]=1. The catalyst class is: 328. (3) The catalyst class is: 4. Reactant: [Br:1][CH2:2][CH2:3][O:4][C:5]1[CH:13]=[CH:12][C:8]([C:9](Cl)=[O:10])=[CH:7][C:6]=1[F:14].[Al+3].[Cl-].[Cl-].[Cl-].[C:19]1([O:25][CH3:26])[CH:24]=[CH:23][CH:22]=[CH:21][CH:20]=1.Cl. Product: [Br:1][CH2:2][CH2:3][O:4][C:5]1[CH:13]=[CH:12][C:8]([C:9]([C:22]2[CH:23]=[CH:24][C:19]([O:25][CH3:26])=[CH:20][CH:21]=2)=[O:10])=[CH:7][C:6]=1[F:14]. (4) Reactant: [CH2:1]([C:8]1[C:17]2[C:12](=[CH:13][CH:14]=[CH:15][CH:16]=2)[CH2:11][N:10](O)[CH:9]=1)[C:2]1[CH:7]=[CH:6][CH:5]=[CH:4][CH:3]=1.P(Cl)(Cl)([Cl:21])=O. Product: [CH2:1]([C:8]1[C:17]2[C:12](=[CH:13][CH:14]=[CH:15][CH:16]=2)[C:11]([Cl:21])=[N:10][CH:9]=1)[C:2]1[CH:7]=[CH:6][CH:5]=[CH:4][CH:3]=1. The catalyst class is: 13. (5) Reactant: [H-].[Na+].[C:3]([O:11]C)(=O)[C:4]1[CH:9]=[CH:8][CH:7]=[CH:6][CH:5]=1.[CH3:13][C:14]#[N:15]. Product: [O:11]=[C:3]([C:4]1[CH:5]=[CH:6][CH:7]=[CH:8][CH:9]=1)[CH2:13][C:14]#[N:15]. The catalyst class is: 1. (6) Reactant: C1(P(C2CCCCC2)C2C=CC=CC=2C2C(C(C)C)=CC(C(C)C)=CC=2C(C)C)CCCCC1.[CH3:35][O:36][C:37]1[CH:38]=[C:39]([C:43]2[CH:44]=[N:45][C:46]([N:50]3[CH2:55][CH2:54][O:53][CH2:52][CH2:51]3)=[CH:47][C:48]=2[NH2:49])[CH:40]=[N:41][CH:42]=1.Cl[C:57]1[C:66]2[C:61](=[C:62]([Cl:67])[CH:63]=[CH:64][CH:65]=2)[N:60]=[C:59]([C:68]2[CH:73]=[CH:72][CH:71]=[CH:70][N:69]=2)[C:58]=1[CH3:74].CC(C)([O-])C.[Na+]. Product: [Cl:67][C:62]1[CH:63]=[CH:64][CH:65]=[C:66]2[C:61]=1[N:60]=[C:59]([C:68]1[CH:73]=[CH:72][CH:71]=[CH:70][N:69]=1)[C:58]([CH3:74])=[C:57]2[NH:49][C:48]1[CH:47]=[C:46]([N:50]2[CH2:55][CH2:54][O:53][CH2:52][CH2:51]2)[N:45]=[CH:44][C:43]=1[C:39]1[CH:40]=[N:41][CH:42]=[C:37]([O:36][CH3:35])[CH:38]=1. The catalyst class is: 101. (7) Reactant: [Br:1][C:2]1[CH:3]=[CH:4][C:5]2[N:9]=[C:8]([C:10](Cl)(Cl)Cl)[N:7]([CH3:14])[C:6]=2[CH:15]=1.[C:16](=O)([O-])[O-:17].[Na+].[Na+].C[OH:23]. Product: [Br:1][C:2]1[CH:3]=[CH:4][C:5]2[N:9]=[C:8]([C:10]([O:17][CH3:16])=[O:23])[N:7]([CH3:14])[C:6]=2[CH:15]=1. The catalyst class is: 6.